This data is from Full USPTO retrosynthesis dataset with 1.9M reactions from patents (1976-2016). The task is: Predict the reactants needed to synthesize the given product. Given the product [Cl:1][C:2]1[CH:10]=[C:9]([O:11][CH3:12])[C:8]([N+:13]([O-:15])=[O:14])=[CH:7][C:3]=1[C:4]([NH2:17])=[O:5], predict the reactants needed to synthesize it. The reactants are: [Cl:1][C:2]1[CH:10]=[C:9]([O:11][CH3:12])[C:8]([N+:13]([O-:15])=[O:14])=[CH:7][C:3]=1[C:4](O)=[O:5].[Cl-].[NH3:17].CO.